Predict the reactants needed to synthesize the given product. From a dataset of Full USPTO retrosynthesis dataset with 1.9M reactions from patents (1976-2016). (1) Given the product [CH:1]([C:4]1[CH:5]=[CH:6][C:7]([CH2:8][NH:9][C:10]([C@H:12]2[CH2:17][N:16]([C:18](=[O:20])[CH3:19])[CH2:15][CH2:14][N:13]2[S:42]([C:33]2[CH:34]=[CH:35][C:36]([O:37][C:38]([F:39])([F:40])[F:41])=[C:31]([I:30])[CH:32]=2)(=[O:44])=[O:43])=[O:11])=[CH:21][CH:22]=1)([CH3:3])[CH3:2], predict the reactants needed to synthesize it. The reactants are: [CH:1]([C:4]1[CH:22]=[CH:21][C:7]([CH2:8][NH:9][C:10]([C@H:12]2[CH2:17][N:16]([C:18](=[O:20])[CH3:19])[CH2:15][CH2:14][NH:13]2)=[O:11])=[CH:6][CH:5]=1)([CH3:3])[CH3:2].C(N(CC)CC)C.[I:30][C:31]1[CH:32]=[C:33]([S:42](Cl)(=[O:44])=[O:43])[CH:34]=[CH:35][C:36]=1[O:37][C:38]([F:41])([F:40])[F:39]. (2) Given the product [C:1]([N:4]1[C:13]2[C:8](=[CH:9][C:10]([C:14]([O:16][CH2:17][CH3:18])=[O:15])=[CH:11][CH:12]=2)[CH:7]([NH2:19])[CH:6]([CH3:30])[CH:5]1[CH2:31][CH3:32])(=[O:3])[CH3:2], predict the reactants needed to synthesize it. The reactants are: [C:1]([N:4]1[C:13]2[C:8](=[CH:9][C:10]([C:14]([O:16][CH2:17][CH3:18])=[O:15])=[CH:11][CH:12]=2)[CH:7]([NH:19]C(OCC2C=CC=CC=2)=O)[CH:6]([CH3:30])[CH:5]1[CH2:31][CH3:32])(=[O:3])[CH3:2]. (3) Given the product [Br:17][C:10]1[CH:9]=[N:8][C:7]2[NH:1][CH2:2][C:3](=[O:12])[NH:4][CH2:5][C:6]=2[CH:11]=1, predict the reactants needed to synthesize it. The reactants are: [NH:1]1[C:7]2[N:8]=[CH:9][CH:10]=[CH:11][C:6]=2[CH2:5][NH:4][C:3](=[O:12])[CH2:2]1.C(O)(=O)C.[Br:17]Br. (4) The reactants are: [C:1]1([CH3:10])[CH:6]=[CH:5][C:4](B(O)O)=[CH:3][CH:2]=1.[N+:11]([C:14]1[CH:15]=[N:16][NH:17][CH:18]=1)([O-:13])=[O:12].N1C=CC=CC=1. Given the product [N+:11]([C:14]1[CH:15]=[N:16][N:17]([C:4]2[CH:5]=[CH:6][C:1]([CH3:10])=[CH:2][CH:3]=2)[CH:18]=1)([O-:13])=[O:12], predict the reactants needed to synthesize it. (5) Given the product [Br:1][C:2]1[N:7]=[C:6]([CH2:8][Cl:21])[C:5]([N:10]([CH:13]2[CH2:18][CH2:17][CH2:16][CH2:15][CH2:14]2)[CH2:11][CH3:12])=[N:4][CH:3]=1, predict the reactants needed to synthesize it. The reactants are: [Br:1][C:2]1[N:7]=[C:6]([CH2:8]O)[C:5]([N:10]([CH:13]2[CH2:18][CH2:17][CH2:16][CH2:15][CH2:14]2)[CH2:11][CH3:12])=[N:4][CH:3]=1.O=S(Cl)[Cl:21]. (6) Given the product [CH3:43][S:42][C:39]1[CH:40]=[CH:41][C:36]([N:3]2[CH:4]=[CH:5][S:1]/[C:2]/2=[N:6]\[C:7]([N:9]2[CH2:10][CH2:11][CH2:12][CH2:13]2)=[O:8])=[CH:37][CH:38]=1, predict the reactants needed to synthesize it. The reactants are: [S:1]1[CH:5]=[CH:4][N:3]=[C:2]1[NH:6][C:7]([N:9]1[CH2:13][CH2:12][CH2:11][CH2:10]1)=[O:8].ClC1C=C2C(N=CC=C2)=C2C=1C=CC=N2.C(=O)([O-])[O-].[Cs+].[Cs+].Br[C:36]1[CH:41]=[CH:40][C:39]([S:42][CH3:43])=[CH:38][CH:37]=1.[OH-].[NH4+].O.